From a dataset of Catalyst prediction with 721,799 reactions and 888 catalyst types from USPTO. Predict which catalyst facilitates the given reaction. (1) Reactant: [F-].[CH2:2]([N+](CCCC)(CCCC)CCCC)CCC.[Cl:19][C:20]1[CH:41]=[C:40]([C:42]([NH:44][CH2:45][C:46]2[CH:51]=[CH:50][CH:49]=[C:48]([O:52][Si](C(C)(C)C)(C)C)[CH:47]=2)=[O:43])[CH:39]=[C:38]([Cl:60])[C:21]=1[C:22]([NH:24][C@H:25]([C:35]([OH:37])=[O:36])[CH2:26][NH:27][C:28]([C:30]1[S:31][CH:32]=[CH:33][CH:34]=1)=[O:29])=[O:23]. Product: [Cl:60][C:38]1[CH:39]=[C:40]([C:42]([NH:44][CH2:45][C:46]2[CH:51]=[CH:50][CH:49]=[C:48]([OH:52])[CH:47]=2)=[O:43])[CH:41]=[C:20]([Cl:19])[C:21]=1[C:22]([NH:24][C@H:25]([C:35]([O:37][CH3:2])=[O:36])[CH2:26][NH:27][C:28]([C:30]1[S:31][CH:32]=[CH:33][CH:34]=1)=[O:29])=[O:23]. The catalyst class is: 54. (2) Reactant: [N+:1]([C:4]1[CH:27]([CH3:28])[CH:8]2[CH2:9][C:10]([CH2:13][C:14]3[CH:19]=[CH:18][C:17]([C:20]4[NH:24][N:23]=[CH:22][CH:21]=4)=[C:16]([NH:25][CH3:26])[CH:15]=3)([CH3:12])[O:11][C:7]2=[C:6]([CH3:29])[C:5]=1[CH3:30])([O-])=O.C(O)C.Cl.[OH-].[Na+]. Product: [NH2:1][C:4]1[CH:27]([CH3:28])[CH:8]2[CH2:9][C:10]([CH2:13][C:14]3[CH:19]=[CH:18][C:17]([C:20]4[NH:24][N:23]=[CH:22][CH:21]=4)=[C:16]([NH:25][CH3:26])[CH:15]=3)([CH3:12])[O:11][C:7]2=[C:6]([CH3:29])[C:5]=1[CH3:30]. The catalyst class is: 6. (3) Reactant: [Li]CCCC.Br[C:7]1[CH:8]=[N:9][CH:10]=[CH:11][CH:12]=1.[Cl:13][C:14]1[CH:41]=[CH:40][C:17]([C:18]([C:20]2[CH:21]=[C:22]3[C:27](=[CH:28][CH:29]=2)[N:26]([CH3:30])[C:25](=[O:31])[CH:24]=[C:23]3[CH2:32][CH2:33][C:34]2[S:35][C:36]([Cl:39])=[CH:37][CH:38]=2)=[O:19])=[CH:16][CH:15]=1.C1COCC1. Product: [Cl:13][C:14]1[CH:15]=[CH:16][C:17]([C:18]([OH:19])([C:7]2[CH:8]=[N:9][CH:10]=[CH:11][CH:12]=2)[C:20]2[CH:21]=[C:22]3[C:27](=[CH:28][CH:29]=2)[N:26]([CH3:30])[C:25](=[O:31])[CH:24]=[C:23]3[CH2:32][CH2:33][C:34]2[S:35][C:36]([Cl:39])=[CH:37][CH:38]=2)=[CH:40][CH:41]=1. The catalyst class is: 280. (4) Reactant: [Cl:1][C:2]1[CH:7]=[C:6]([C:8]([F:11])([F:10])[F:9])[CH:5]=[CH:4][C:3]=1[NH:12][N:13]1[C:21](=[O:22])[C:20]2[C:15](=[CH:16][CH:17]=[CH:18][CH:19]=2)[C:14]1=[O:23].ClC1C=C(C(F)(F)F)C=CC=1NN.[O-]CC.[Na+]. Product: [Cl:1][C:2]1[CH:7]=[C:6]([C:8]([F:11])([F:10])[F:9])[CH:5]=[CH:4][C:3]=1[N:12]1[NH:13][C:14](=[O:23])[C:15]2[C:20](=[CH:19][CH:18]=[CH:17][CH:16]=2)[C:21]1=[O:22]. The catalyst class is: 8.